Dataset: Experimentally validated miRNA-target interactions with 360,000+ pairs, plus equal number of negative samples. Task: Binary Classification. Given a miRNA mature sequence and a target amino acid sequence, predict their likelihood of interaction. (1) The miRNA is hsa-miR-1225-3p with sequence UGAGCCCCUGUGCCGCCCCCAG. The protein sequence of the target gene is MKVITCEIAWHNKEPVYSLDFQHGTAGRIHRLASAGVDTNVRIWKVEKGPDGKAIVEFLSNLARHTKAVNVVRFSPTGEILASGGDDAVILLWKVNDNKEPEQIAFQDEDEAQLNKENWTVVKTLRGHLEDVYDICWATDGNLMASASVDNTAIIWDVSKGQKISIFNEHKSYVQGVTWDPLGQYVATLSCDRVLRVYSIQKKRVAFNVSKMLSGIGAEGEARSYRMFHDDSMKSFFRRLSFTPDGSLLLTPAGCVESGENVMNTTYVFSRKNLKRPIAHLPCPGKATLAVRCCPVYFEL.... Result: 0 (no interaction). (2) Result: 1 (interaction). The protein sequence of the target gene is MSAIFNFQSLLTVILLLICTCAYIRSLAPSILDRNKTGLLGIFWKCARIGERKSPYVAICCIVMAFSILFIQ. The miRNA is mmu-miR-1956 with sequence AGUCCAGGGCUGAGUCAGCGGA. (3) The miRNA is mmu-miR-7650-3p with sequence GUUUUGAUAUAUACAAGAAGGA. The protein sequence of the target gene is MLVGQGAGPLGPAVVTAAVVLLLSGVGPAHGSEDIVVGCGGFVKSDVEINYSLIEIKLYTKHGTLKYQTDCAPNNGYFMIPLYDKGDFILKIEPPLGWSFEPTTVELHVDGVSDICTKGGDINFVFTGFSVNGKVLSKGQPLGPAGVQVSLRNTGTEAKIQSTVTQPGGKFAFFKVLPGDYEILATHPTWALKEASTTVRVTNSNANAASPLIVAGYNVSGSVRSDGEPMKGVKFLLFSSLVTKEDVLGCNVSPVPGFQPQDESLVYLCYTVSREDGSFSFYSLPSGGYTVIPFYRGERI.... Result: 0 (no interaction). (4) The miRNA is mmu-miR-30c-5p with sequence UGUAAACAUCCUACACUCUCAGC. The protein sequence of the target gene is MQKATYYDNTAAALFGGYSSYPGSNGFGYDGPPQPPFQAATHLEGDYQRSACSLQSLGNAAPHAKSKELNGSCMRPGLAPEPLPAPPGSPPPSAAPTSTTSNSNNGGGPSKSGPPKCGAGSNSTLTKQIFPWMKESRQTSKLKNSSPGTAEGCGGGGGGGGGGGGGGGGSSGGGGGGGGGGDKSPPGSAASKRARTAYTSAQLVELEKEFHFNRYLCRPRRVEMANLLNLSERQIKIWFQNRRMKYKKDQKAKGLASSSGGPSPAGSPPQPMQSTAGFMNALHSMTPSYDSPSPPAFGKG.... Result: 1 (interaction). (5) The protein sequence of the target gene is MKMASFLAFLLLNFRVCLLLLQLLMPHSAQFSVLGPSGPILAMVGEDADLPCHLFPTMSAETMELKWVSSSLRQVVNVYADGKEVEDRQSAPYRGRTSILRDGITAGKAALRIHNVTASDSGKYLCYFQDGDFYEKALVELKVAALGSDLHVDVKGYKDGGIHLECRSTGWYPQPQIQWSNNKGENIPTVEAPVVADGVGLYAVAASVIMRGSSGEGVSCTIRSSLLGLEKTASISIADPFFRSAQRWIAALAGTLPVLLLLLGGAGYFLWQQQEEKKTQFRKKKREQELREMAWSTMKQ.... The miRNA is hsa-miR-4770 with sequence UGAGAUGACACUGUAGCU. Result: 0 (no interaction).